This data is from Forward reaction prediction with 1.9M reactions from USPTO patents (1976-2016). The task is: Predict the product of the given reaction. (1) Given the reactants [CH3:1][NH:2][C:3]([C:5]1[CH:10]=[C:9]([O:11][C:12]2[CH:13]=[CH:14][C:15]3[O:19][C@@H:18]4[C@@H:20]([C:21]([OH:23])=O)[C@@H:17]4[C:16]=3[CH:24]=2)[CH:8]=[CH:7][N:6]=1)=[O:4].CCN(CC)CC.C1C=CC(P([N:46]=[N+:47]=[N-:48])(C2C=CC=CC=2)=O)=CC=1.O, predict the reaction product. The product is: [CH3:1][NH:2][C:3]([C:5]1[CH:10]=[C:9]([O:11][C:12]2[CH:13]=[CH:14][C:15]3[O:19][C@@H:18]4[C@@H:20]([C:21]([N:46]=[N+:47]=[N-:48])=[O:23])[C@@H:17]4[C:16]=3[CH:24]=2)[CH:8]=[CH:7][N:6]=1)=[O:4]. (2) Given the reactants [C:1]([OH:11])(=[O:10])[C:2]1[CH:7]=[CH:6][C:5]([O:8][CH3:9])=[CH:4][CH:3]=1.Cl[S:13]([OH:16])(=O)=[O:14].[NH:17]1[CH2:22][CH2:21][O:20][CH2:19][CH2:18]1, predict the reaction product. The product is: [CH3:9][O:8][C:5]1[CH:4]=[CH:3][C:2]([C:1]([OH:11])=[O:10])=[CH:7][C:6]=1[S:13]([N:17]1[CH2:22][CH2:21][O:20][CH2:19][CH2:18]1)(=[O:16])=[O:14].